From a dataset of Reaction yield outcomes from USPTO patents with 853,638 reactions. Predict the reaction yield, written as a fraction of the theoretical maximum amount of product (1.0 means a 100% yield; for example, 0.34 means a 34% yield). (1) The reactants are [CH3:1][C:2]1[S:6][C:5]([C:7]2[CH:12]=[CH:11][CH:10]=[CH:9][CH:8]=2)=[N:4][C:3]=1[CH2:13][CH2:14][CH2:15][OH:16].[F:17][C:18]1[C:26](O)=[CH:25][CH:24]=[C:23]([F:28])[C:19]=1[C:20]([NH2:22])=[O:21].C1C=CC(P(C2C=CC=CC=2)C2C=CC=CC=2)=CC=1.N(C(OC(C)C)=O)=NC(OC(C)C)=O. The catalyst is CN(C=O)C. The product is [F:17][C:18]1[C:26]([O:16][CH2:15][CH2:14][CH2:13][C:3]2[N:4]=[C:5]([C:7]3[CH:12]=[CH:11][CH:10]=[CH:9][CH:8]=3)[S:6][C:2]=2[CH3:1])=[CH:25][CH:24]=[C:23]([F:28])[C:19]=1[C:20]([NH2:22])=[O:21]. The yield is 0.130. (2) The reactants are Br[C:2]1[CH:3]=[C:4]([NH:10][C:11]2[CH:16]=[CH:15][N:14]=[CH:13][N:12]=2)[C:5](=[O:9])[N:6]([CH3:8])[CH:7]=1.[C:17]([O:20][CH2:21][C:22]1[C:23]([N:37]2[CH2:49][CH2:48][N:40]3[C:41]4[CH2:42][CH2:43][CH2:44][CH2:45][C:46]=4[CH:47]=[C:39]3[C:38]2=[O:50])=[N:24][CH:25]=[CH:26][C:27]=1B1OC(C)(C)C(C)(C)O1)(=[O:19])[CH3:18].CC([O-])=O.[Na+].C(#N)C. The catalyst is C1C=CC(P(C2C=CC=CC=2)[C-]2C=CC=C2)=CC=1.C1C=CC(P(C2C=CC=CC=2)[C-]2C=CC=C2)=CC=1.Cl[Pd]Cl.[Fe+2].O. The product is [C:17]([O:20][CH2:21][C:22]1[C:23]([N:37]2[CH2:49][CH2:48][N:40]3[C:41]4[CH2:42][CH2:43][CH2:44][CH2:45][C:46]=4[CH:47]=[C:39]3[C:38]2=[O:50])=[N:24][CH:25]=[CH:26][C:27]=1[C:2]1[CH:3]=[C:4]([NH:10][C:11]2[CH:16]=[CH:15][N:14]=[CH:13][N:12]=2)[C:5](=[O:9])[N:6]([CH3:8])[CH:7]=1)(=[O:19])[CH3:18]. The yield is 0.300. (3) The reactants are [CH2:1]([N:8]1[CH:13]=C(Cl)N=[C:10]([NH:15][C:16]2[C:21]([C:22]#[C:23][Si:24]([CH3:27])([CH3:26])[CH3:25])=[CH:20][C:19]([CH3:28])=[CH:18][N:17]=2)[C:9]1=[O:29])[C:2]1[CH:7]=[CH:6][CH:5]=[CH:4][CH:3]=1. The catalyst is BrC1C=CC=CC=1. The product is [CH2:1]([N:8]1[CH:13]=[C:23]([Si:24]([CH3:26])([CH3:25])[CH3:27])[C:22]2[C:21]3[CH:20]=[C:19]([CH3:28])[CH:18]=[N:17][C:16]=3[NH:15][C:10]=2[C:9]1=[O:29])[C:2]1[CH:7]=[CH:6][CH:5]=[CH:4][CH:3]=1. The yield is 0.830. (4) The reactants are F[C:2](F)(F)[C:3]([O-])=O.[C:8]([NH:11][C:12]1[S:20][C:15]2[CH2:16][NH2+:17][CH2:18][CH2:19][C:14]=2[C:13]=1[C:21](=[O:29])[NH:22][C:23]1[CH:28]=[CH:27][CH:26]=[CH:25][CH:24]=1)(=[O:10])[CH3:9].C(=O)C.C(O[BH-](OC(=O)C)OC(=O)C)(=O)C.[Na+].ClC(Cl)C. No catalyst specified. The product is [C:8]([NH:11][C:12]1[S:20][C:15]2[CH2:16][N:17]([CH2:2][CH3:3])[CH2:18][CH2:19][C:14]=2[C:13]=1[C:21]([NH:22][C:23]1[CH:24]=[CH:25][CH:26]=[CH:27][CH:28]=1)=[O:29])(=[O:10])[CH3:9]. The yield is 0.420. (5) The reactants are [CH3:1][O:2][CH2:3][CH2:4][N:5]1[CH2:9][C@@H:8]([C:10]2[CH:15]=[CH:14][CH:13]=[CH:12][CH:11]=2)[C@H:7]([NH:16][C:17](=[O:28])OC2C=CC([N+]([O-])=O)=CC=2)[CH2:6]1.[CH3:29][N:30]1[C:34]([NH2:35])=[CH:33][CH:32]=[N:31]1.CCN(C(C)C)C(C)C. The catalyst is ClCCCl.C(Cl)Cl. The product is [CH3:1][O:2][CH2:3][CH2:4][N:5]1[CH2:9][C@@H:8]([C:10]2[CH:11]=[CH:12][CH:13]=[CH:14][CH:15]=2)[C@H:7]([NH:16][C:17]([NH:35][C:34]2[N:30]([CH3:29])[N:31]=[CH:32][CH:33]=2)=[O:28])[CH2:6]1. The yield is 0.140. (6) The reactants are [CH3:1][C:2]1([CH2:12][OH:13])[CH2:11][CH2:10][C:5]2([O:9][CH2:8][CH2:7][O:6]2)[CH2:4][CH2:3]1.C(=O)([O-])[O-].[Cs+].[Cs+].[Cl:20][C:21]1[C:22](F)=[CH:23][C:24]([F:34])=[C:25]([CH:33]=1)[C:26]([O:28][C:29]([CH3:32])([CH3:31])[CH3:30])=[O:27].Cl. The catalyst is CS(C)=O. The product is [Cl:20][C:21]1[C:22]([O:13][CH2:12][C:2]2([CH3:1])[CH2:11][CH2:10][C:5]3([O:6][CH2:7][CH2:8][O:9]3)[CH2:4][CH2:3]2)=[CH:23][C:24]([F:34])=[C:25]([CH:33]=1)[C:26]([O:28][C:29]([CH3:30])([CH3:31])[CH3:32])=[O:27]. The yield is 0.450. (7) The reactants are [CH:1]([O:4][C:5](=[O:13])[C:6]1[CH:11]=[CH:10][CH:9]=[C:8](Br)[CH:7]=1)([CH3:3])[CH3:2].C(N(CC)CC)C.[CH3:21][Si:22]([C:25]#[CH:26])([CH3:24])[CH3:23].C(OCC)(=O)C. The catalyst is CCCCCC.[Cu]I.Cl[Pd](Cl)([P](C1C=CC=CC=1)(C1C=CC=CC=1)C1C=CC=CC=1)[P](C1C=CC=CC=1)(C1C=CC=CC=1)C1C=CC=CC=1. The product is [CH:1]([O:4][C:5](=[O:13])[C:6]1[CH:11]=[CH:10][CH:9]=[C:8]([C:26]#[C:25][Si:22]([CH3:24])([CH3:23])[CH3:21])[CH:7]=1)([CH3:3])[CH3:2]. The yield is 0.940. (8) The reactants are Br[C:2]1[CH:7]=[CH:6][CH:5]=[CH:4][C:3]=1[Br:8].[F:9][C:10]1[CH:15]=[CH:14][C:13](B(O)O)=[CH:12][CH:11]=1. The catalyst is C1(C)C=CC=CC=1.C(O)C.C([O-])([O-])=O.[Na+].[Na+].C1C=CC([P]([Pd]([P](C2C=CC=CC=2)(C2C=CC=CC=2)C2C=CC=CC=2)([P](C2C=CC=CC=2)(C2C=CC=CC=2)C2C=CC=CC=2)[P](C2C=CC=CC=2)(C2C=CC=CC=2)C2C=CC=CC=2)(C2C=CC=CC=2)C2C=CC=CC=2)=CC=1. The product is [Br:8][C:3]1[CH:4]=[CH:5][CH:6]=[CH:7][C:2]=1[C:13]1[CH:14]=[CH:15][C:10]([F:9])=[CH:11][CH:12]=1. The yield is 0.810. (9) The reactants are [CH:1]1([CH2:6][C@H:7]([C:11]2[CH:16]=[CH:15][C:14]([S:17]([CH3:20])(=[O:19])=[O:18])=[C:13]([C:21]([F:24])([F:23])[F:22])[CH:12]=2)[C:8]([OH:10])=O)[CH2:5][CH2:4][CH2:3][CH2:2]1.C(Cl)(=O)C(Cl)=O.[NH2:31][C:32]1[CH:37]=[CH:36][N:35]=[CH:34][N:33]=1.N1C=CC=CC=1. The catalyst is C(Cl)Cl.CN(C)C=O.O1CCCC1. The product is [CH:1]1([CH2:6][C@H:7]([C:11]2[CH:16]=[CH:15][C:14]([S:17]([CH3:20])(=[O:18])=[O:19])=[C:13]([C:21]([F:22])([F:24])[F:23])[CH:12]=2)[C:8]([NH:31][C:32]2[CH:37]=[CH:36][N:35]=[CH:34][N:33]=2)=[O:10])[CH2:2][CH2:3][CH2:4][CH2:5]1. The yield is 0.721. (10) The reactants are [Br:1][C:2]1[NH:3][C:4]([Br:8])=[C:5]([Br:7])[N:6]=1.[H-].[Na+].[CH3:11][Si:12]([CH2:15][CH2:16][O:17][CH2:18]Cl)([CH3:14])[CH3:13]. The catalyst is CN(C=O)C. The product is [Br:1][C:2]1[N:3]([CH2:18][O:17][CH2:16][CH2:15][Si:12]([CH3:14])([CH3:13])[CH3:11])[C:4]([Br:8])=[C:5]([Br:7])[N:6]=1. The yield is 0.920.